From a dataset of Full USPTO retrosynthesis dataset with 1.9M reactions from patents (1976-2016). Predict the reactants needed to synthesize the given product. (1) The reactants are: Cl[C:2]1[C:3]2[C:4](=[CH:16][N:17](CC3C=CC(OC)=CC=3)[N:18]=2)[N:5]=[C:6]([C:8]2[CH:13]=[CH:12][C:11]([O:14][CH3:15])=[CH:10][CH:9]=2)[N:7]=1.[NH2:28][C:29]1[CH:30]=[C:31]([OH:35])[CH:32]=[CH:33][CH:34]=1.Cl. Given the product [CH3:15][O:14][C:11]1[CH:10]=[CH:9][C:8]([C:6]2[N:7]=[C:2]([NH:28][C:29]3[CH:30]=[C:31]([OH:35])[CH:32]=[CH:33][CH:34]=3)[C:3]3[NH:18][N:17]=[CH:16][C:4]=3[N:5]=2)=[CH:13][CH:12]=1, predict the reactants needed to synthesize it. (2) Given the product [Cl:12][C:16]1[CH:15]=[CH:14][C:19]([O:20][CH3:21])=[CH:18][C:17]=1[NH:22][C:5]1[N:6]=[CH:7][CH:8]=[CH:9][C:4]=1[C:3]([OH:2])=[O:11], predict the reactants needed to synthesize it. The reactants are: C[O:2][C:3](=[O:11])[C:4]1[CH:9]=[CH:8][CH:7]=[N:6][C:5]=1F.[ClH:12].Cl[C:14]1[C:19]([O:20][CH3:21])=[CH:18][C:17]([NH2:22])=[CH:16][CH:15]=1.C(N(CC)CC)C.